This data is from Full USPTO retrosynthesis dataset with 1.9M reactions from patents (1976-2016). The task is: Predict the reactants needed to synthesize the given product. (1) Given the product [ClH:47].[CH3:31][NH:23][CH2:22][C:13]1[CH:14]=[C:15]([C:16]2[CH:21]=[CH:20][CH:19]=[CH:18][CH:17]=2)[N:11]([S:8]([C:4]2[CH:5]=[N:6][CH:7]=[C:2]([CH:3]=2)[C:41]([O:44][CH3:45])=[O:43])(=[O:10])=[O:9])[CH:12]=1, predict the reactants needed to synthesize it. The reactants are: Br[C:2]1[CH:3]=[C:4]([S:8]([N:11]2[C:15]([C:16]3[CH:21]=[CH:20][CH:19]=[CH:18][CH:17]=3)=[CH:14][C:13]([CH2:22][N:23]([CH3:31])C(=O)OC(C)(C)C)=[CH:12]2)(=[O:10])=[O:9])[CH:5]=[N:6][CH:7]=1.C(N(CC)CC)C.CO.[C:41]([O:44][CH2:45]C)(=[O:43])C.[ClH:47]. (2) The reactants are: C(OC(=O)[NH:7][C:8]1[CH:13]=[CH:12][C:11]([CH:14]([CH3:16])[CH3:15])=[CH:10][C:9]=1[NH:17][C:18](=[O:30])[CH2:19][C:20]([C:22]1[CH:27]=[CH:26][N:25]=[C:24]([C:28]#[N:29])[CH:23]=1)=O)(C)(C)C.C(O)(C(F)(F)F)=O. Given the product [CH:14]([C:11]1[CH:12]=[CH:13][C:8]2[N:7]=[C:20]([C:22]3[CH:27]=[CH:26][N:25]=[C:24]([C:28]#[N:29])[CH:23]=3)[CH2:19][C:18](=[O:30])[NH:17][C:9]=2[CH:10]=1)([CH3:16])[CH3:15], predict the reactants needed to synthesize it. (3) Given the product [O:16]1[CH:17]=[CH:18][CH:19]=[C:15]1[C:11]1[O:12][C:13]([CH3:14])=[C:9]([CH2:8][O:7][C:6]2[CH:20]=[CH:21][C:3]([CH2:2][O:24][C:25]3[C:29]([C:30]([O:32][CH2:33][CH3:34])=[O:31])=[CH:28][N:27]([CH2:35][C:36]4[CH:37]=[N:38][CH:39]=[CH:40][CH:41]=4)[N:26]=3)=[CH:4][C:5]=2[O:22][CH3:23])[N:10]=1, predict the reactants needed to synthesize it. The reactants are: Cl[CH2:2][C:3]1[CH:21]=[CH:20][C:6]([O:7][CH2:8][C:9]2[N:10]=[C:11]([C:15]3[O:16][CH:17]=[CH:18][CH:19]=3)[O:12][C:13]=2[CH3:14])=[C:5]([O:22][CH3:23])[CH:4]=1.[OH:24][C:25]1[C:29]([C:30]([O:32][CH2:33][CH3:34])=[O:31])=[CH:28][N:27]([CH2:35][C:36]2[CH:37]=[N:38][CH:39]=[CH:40][CH:41]=2)[N:26]=1.CN(C)C=O.[H-].[Na+]. (4) Given the product [Cl:1][C:2]1[CH:3]=[C:4]([CH:8]=[CH:9][N:10]=1)[C:5]([O:7][C:4]([CH3:8])([CH3:5])[CH3:3])=[O:6], predict the reactants needed to synthesize it. The reactants are: [Cl:1][C:2]1[CH:3]=[C:4]([CH:8]=[CH:9][N:10]=1)[C:5]([OH:7])=[O:6]. (5) The reactants are: C([O:8][C:9]1[N:14]=[C:13]([C:15]2[CH2:20][CH2:19][N:18]([C:21]([O:23][C:24]([CH3:27])([CH3:26])[CH3:25])=[O:22])[CH2:17][CH:16]=2)[CH:12]=[CH:11][CH:10]=1)C1C=CC=CC=1. Given the product [OH:8][C:9]1[N:14]=[C:13]([CH:15]2[CH2:20][CH2:19][N:18]([C:21]([O:23][C:24]([CH3:27])([CH3:26])[CH3:25])=[O:22])[CH2:17][CH2:16]2)[CH:12]=[CH:11][CH:10]=1, predict the reactants needed to synthesize it. (6) Given the product [NH2:7][CH2:8][CH2:9][N:10]1[C:14]([CH3:15])([CH3:16])[CH2:13][NH:12][C:11]1=[O:17], predict the reactants needed to synthesize it. The reactants are: C(OC(=O)[NH:7][CH2:8][CH2:9][N:10]1[C:14]([CH3:16])([CH3:15])[CH2:13][NH:12][C:11]1=[O:17])(C)(C)C.C(O)(C(F)(F)F)=O. (7) Given the product [NH:63]([C:69]([O:71][C:72]([CH3:73])([CH3:75])[CH3:74])=[O:70])[C@H:64]([C:66]([NH:2][C@H:3]([C:21]([N:23]1[CH2:62][CH2:61][CH2:60][C@H:24]1[C:25]([NH:27][C@H:28]([C:30]([NH:32][C@H:33]([C:50]([O:52][CH2:53][C:54]1[CH:59]=[CH:58][CH:57]=[CH:56][CH:55]=1)=[O:51])[CH2:34][CH2:35][CH2:36][CH2:37][NH:38][C:39]([O:41][CH2:42][C:43]1[CH:49]=[CH:48][CH:47]=[CH:46][C:44]=1[Cl:45])=[O:40])=[O:31])[CH3:29])=[O:26])=[O:22])[CH2:4][CH2:5][CH2:6][NH:7][C:8](=[NH:20])[NH:9][S:10]([C:13]1[CH:14]=[CH:15][C:16]([CH3:17])=[CH:18][CH:19]=1)(=[O:11])=[O:12])=[O:67])[CH3:65], predict the reactants needed to synthesize it. The reactants are: Cl.[NH2:2][C@H:3]([C:21]([N:23]1[CH2:62][CH2:61][CH2:60][C@H:24]1[C:25]([NH:27][C@H:28]([C:30]([NH:32][C@H:33]([C:50]([O:52][CH2:53][C:54]1[CH:59]=[CH:58][CH:57]=[CH:56][CH:55]=1)=[O:51])[CH2:34][CH2:35][CH2:36][CH2:37][NH:38][C:39]([O:41][CH2:42][C:43]1[CH:49]=[CH:48][CH:47]=[CH:46][C:44]=1[Cl:45])=[O:40])=[O:31])[CH3:29])=[O:26])=[O:22])[CH2:4][CH2:5][CH2:6][NH:7][C:8](=[NH:20])[NH:9][S:10]([C:13]1[CH:19]=[CH:18][C:16]([CH3:17])=[CH:15][CH:14]=1)(=[O:12])=[O:11].[NH:63]([C:69]([O:71][C:72]([CH3:75])([CH3:74])[CH3:73])=[O:70])[C@H:64]([C:66](O)=[O:67])[CH3:65].ON1C2C=CC=CC=2N=N1.C1(N=C=NC2CCCCC2)CCCCC1.